From a dataset of Reaction yield outcomes from USPTO patents with 853,638 reactions. Predict the reaction yield, written as a fraction of the theoretical maximum amount of product (1.0 means a 100% yield; for example, 0.34 means a 34% yield). (1) The reactants are [NH2:1][C@H:2]([C:17]([OH:19])=[O:18])[CH2:3][CH2:4][CH2:5][NH:6][C:7]([O:9][CH2:10][C:11]1[CH:16]=[CH:15][CH:14]=[CH:13][CH:12]=1)=[O:8].[CH:20](O)=[O:21].C(OC(=O)C)(=O)C. The catalyst is O. The product is [NH:1]([CH:20]=[O:21])[C@H:2]([C:17]([OH:19])=[O:18])[CH2:3][CH2:4][CH2:5][NH:6][C:7]([O:9][CH2:10][C:11]1[CH:16]=[CH:15][CH:14]=[CH:13][CH:12]=1)=[O:8]. The yield is 0.880. (2) The reactants are [CH2:1]([O:8][C:9]([NH:11][C@H:12]([C:19]1C=CC=C(NC(OCCC2C=CC(Br)=CC=2C)=O)C=1)CC(OCC)=O)=[O:10])[C:2]1[CH:7]=[CH:6][CH:5]=[CH:4][CH:3]=1.[NH2:39][C:40]1[CH:41]=[C:42]([C@H](NC(=O)OCC2C=CC=CC=2)C)[CH:43]=[CH:44][CH:45]=1.[Br:59][C:60]1[CH:65]=[CH:64][C:63]([CH2:66][CH2:67]O)=[C:62]([CH3:69])[CH:61]=1. No catalyst specified. The product is [Br:59][C:60]1[CH:65]=[CH:64][C:63]([CH2:66][CH2:67][NH:11][C:9](=[O:8])[O:10][C:42]2[CH:43]=[CH:44][CH:45]=[C:40]([NH:39][C@H:12]([NH:11][C:9]([O:8][CH2:1][C:2]3[CH:3]=[CH:4][CH:5]=[CH:6][CH:7]=3)=[O:10])[CH3:19])[CH:41]=2)=[C:62]([CH3:69])[CH:61]=1. The yield is 0.720. (3) The reactants are [F:1][C:2]1[CH:3]=[C:4]([CH:6]=[CH:7][C:8]=1[N+:9]([O-:11])=[O:10])[NH2:5].[Br:12]N1C(=O)CCC1=O. The catalyst is C(OCC)(=O)C. The product is [Br:12][C:6]1[CH:7]=[C:8]([N+:9]([O-:11])=[O:10])[C:2]([F:1])=[CH:3][C:4]=1[NH2:5]. The yield is 0.500. (4) The reactants are [CH3:1][Mg]Br.[CH3:4][CH:5]1[CH:10]=[C:9]([CH3:11])[CH2:8][CH2:7][C:6]1([CH:14]=[CH2:15])[CH:12]=[O:13].[NH4+].[Cl-]. No catalyst specified. The product is [CH3:4][CH:5]1[CH:10]=[C:9]([CH3:11])[CH2:8][CH2:7][C:6]1([CH:12]([OH:13])[CH3:1])[CH:14]=[CH2:15]. The yield is 0.530. (5) The reactants are [C:1]([O:7][C:8]([CH3:11])([CH3:10])[CH3:9])(=[O:6])[CH2:2][C:3]([CH3:5])=O.[Cl:12][C:13]1[CH:14]=[C:15]([CH:18]=[CH:19][CH:20]=1)[CH:16]=O.[NH4+:21].[OH-:22]. The catalyst is CCO.C(Cl)Cl. The product is [Cl:12][C:13]1[CH:14]=[C:15]([CH:16]2[C:2]([C:1]([O:7][C:8]([CH3:11])([CH3:10])[CH3:9])=[O:6])=[C:3]([CH3:5])[NH:21][C:3]([CH3:5])=[C:2]2[C:1]([O:7][C:8]([CH3:11])([CH3:10])[CH3:9])=[O:22])[CH:18]=[CH:19][CH:20]=1. The yield is 0.350. (6) The reactants are [Cl:1][C:2]1[CH:7]=[C:6]([Cl:8])[CH:5]=[CH:4][C:3]=1[CH2:9][N:10]1[C:15](=[O:16])[C:14]([C:17]([NH:19][CH2:20][C:21]([O:23]CC)=[O:22])=[O:18])=[C:13]([OH:26])[C:12]([C:27](OC)=[O:28])=[C:11]1[OH:31].[CH3:32][C:33]1[CH:39]=[C:38]([Cl:40])[CH:37]=[CH:36][C:34]=1[NH2:35]. The catalyst is C(Cl)(Cl)Cl. The product is [Cl:40][C:38]1[CH:37]=[CH:36][C:34]([NH:35][C:27]([C:12]2[C:13]([OH:26])=[C:14]([C:17]([NH:19][CH2:20][C:21]([OH:23])=[O:22])=[O:18])[C:15](=[O:16])[N:10]([CH2:9][C:3]3[CH:4]=[CH:5][C:6]([Cl:8])=[CH:7][C:2]=3[Cl:1])[C:11]=2[OH:31])=[O:28])=[C:33]([CH3:32])[CH:39]=1. The yield is 0.650. (7) The reactants are Br[C:2]1[CH:13]=[C:12]([O:14][C@@H:15]([C@H:17]2[CH2:21][NH:20][C:19](=[O:22])[CH2:18]2)[CH3:16])[C:5]2[N:6]([CH:9]3[CH2:11][CH2:10]3)[CH:7]=[N:8][C:4]=2[CH:3]=1.C([Sn](CCCC)(CCCC)[C:28]1[CH:33]=[CH:32][CH:31]=[CH:30][N:29]=1)CCC. The catalyst is O1CCOCC1. The product is [CH:9]1([N:6]2[C:5]3[C:12]([O:14][C@@H:15]([C@H:17]4[CH2:21][NH:20][C:19](=[O:22])[CH2:18]4)[CH3:16])=[CH:13][C:2]([C:28]4[CH:33]=[CH:32][CH:31]=[CH:30][N:29]=4)=[CH:3][C:4]=3[N:8]=[CH:7]2)[CH2:11][CH2:10]1. The yield is 0.181. (8) The reactants are [H-].[Na+].[CH:3]1([CH2:6][OH:7])[CH2:5][CH2:4]1.[Cl:8][C:9]1[CH:10]=[CH:11][C:12]([C:16]([OH:18])=[O:17])=[N:13][C:14]=1Cl. No catalyst specified. The product is [Cl:8][C:9]1[CH:10]=[CH:11][C:12]([C:16]([OH:18])=[O:17])=[N:13][C:14]=1[O:7][CH2:6][CH:3]1[CH2:5][CH2:4]1. The yield is 0.250. (9) The reactants are [Cl:1][C:2]1[CH:7]=[CH:6][C:5]([N:8]2[C:16]([C:17]#[N:18])=[C:15]3[C:10]([CH:11]=[C:12]([N+:22]([O-:24])=[O:23])[C:13]([CH:19]4[CH2:21][CH2:20]4)=[CH:14]3)=[N+:9]2[O-])=[CH:4][CH:3]=1.P(Cl)(Cl)Cl. The catalyst is C(Cl)(Cl)Cl. The product is [Cl:1][C:2]1[CH:7]=[CH:6][C:5]([N:8]2[C:16]([C:17]#[N:18])=[C:15]3[C:10]([CH:11]=[C:12]([N+:22]([O-:24])=[O:23])[C:13]([CH:19]4[CH2:21][CH2:20]4)=[CH:14]3)=[N:9]2)=[CH:4][CH:3]=1. The yield is 0.920. (10) The reactants are [CH3:1][O:2][C:3](=[O:14])[CH2:4][O:5][C:6]1[CH:11]=[C:10]([CH3:12])[CH:9]=[C:8]([CH3:13])[CH:7]=1.[Cl:15][S:16](O)(=[O:18])=[O:17]. No catalyst specified. The product is [CH3:1][O:2][C:3](=[O:14])[CH2:4][O:5][C:6]1[CH:7]=[C:8]([CH3:13])[C:9]([S:16]([Cl:15])(=[O:18])=[O:17])=[C:10]([CH3:12])[CH:11]=1. The yield is 0.270.